This data is from NCI-60 drug combinations with 297,098 pairs across 59 cell lines. The task is: Regression. Given two drug SMILES strings and cell line genomic features, predict the synergy score measuring deviation from expected non-interaction effect. Drug 1: C1=CC(=CC=C1C#N)C(C2=CC=C(C=C2)C#N)N3C=NC=N3. Drug 2: CCC1=C2CN3C(=CC4=C(C3=O)COC(=O)C4(CC)O)C2=NC5=C1C=C(C=C5)O. Cell line: HT29. Synergy scores: CSS=5.74, Synergy_ZIP=-3.79, Synergy_Bliss=0.382, Synergy_Loewe=-36.8, Synergy_HSA=-9.72.